From a dataset of Experimentally validated miRNA-target interactions with 360,000+ pairs, plus equal number of negative samples. Binary Classification. Given a miRNA mature sequence and a target amino acid sequence, predict their likelihood of interaction. (1) The miRNA is hsa-miR-8085 with sequence UGGGAGAGAGGACUGUGAGGC. The protein sequence of the target gene is MDFPTISRSPSGPPAMDLEGPRDILVPSEDLTPDSQWDPMPGGPGSLSRMELDESSLQELVQQFEALPGDLVGPSPGGAPCPLHIATGHGLASQEIADAHGLLSAEAGRDDLLGLLHCEECPPSQTGPEEPLEPAPRLLQPPEDPDEDSDSPEWVEGASAEQEGSRSSSSSPEPWLETVPLVTPEEPPAGAQSPETLASYPAPQEVPGPCDHEDLLDGVIFGARYLGSTQLVSERNPPTSTRMAQAREAMDRVKAPDGETQPMTEVDLFVSTKRIKVLTADSQEAMMDHALHTISYTADI.... Result: 0 (no interaction). (2) The miRNA is hsa-miR-663a with sequence AGGCGGGGCGCCGCGGGACCGC. The protein sequence of the target gene is MGNAPSQDPERSSPPMLSADDAEYPREYRTLGGGGGGGSGGRRFSNVGLVHTSERRHTVIAAQSLEALSGLQKADADRKRDAFMDHLKSKYPQHALALRGQQDRMREQPNYWSFKTRSSRHTQGAQPGLADQAAKLSYASAESLETMSEAELPLGFSRMNRFRQSLPLSRSASQTKLRSPGVLFLQFGEETRRVHITHEVSSLDTLHALIAHMFPQKLTMGMLKSPNTAILIKDEARNVFYELEDVRDIQDRSIIKIYRKEPLYAAFPGSHLTNGDLRREMVYASRESSPTRRLNNLSPA.... Result: 1 (interaction). (3) The miRNA is hsa-miR-4696 with sequence UGCAAGACGGAUACUGUCAUCU. The protein sequence of the target gene is MSLKWMSVFLLMQLSCYFSSGSCGKVLVWPTEYSHWINMKTILEELVQRGHEVIVLTSSASILVNASKSSAIKLEVYPTSLTKNDLEDFFMKMFDRWTYSISKNTFWSYFSQLQELCWEYSDYNIKLCEDAVLNKKLMRKLQESKFDVLLADAVNPCGELLAELLNIPFLYSLRFSVGYTVEKNGGGFLFPPSYVPVVMSELSDQMIFMERIKNMIYMLYFDFWFQAYDLKKWDQFYSEVLGRPTTLFETMGKAEMWLIRTYWDFEFPRPFLPNVDFVGGLHCKPAKPLPKEMEEFVQSS.... Result: 0 (no interaction). (4) The miRNA is mmu-miR-590-3p with sequence UAAUUUUAUGUAUAAGCUAGU. The protein sequence of the target gene is MNIHMKRKTIKNLSALENRMLMLDGMPAVRVKTELVESEQGSPNVHNYPDMEAVPLLLNNVKGEPPEDSLPVDHFQTQTEPVDLSINKARTSPTAASSSPVSMTASASSPSSTSTSSSSSSRPASSPTVITSVSSASSSSTVLSPGPLVASASGVGGQQFLHIIHPVPPSSPMNLQSNKLSHVHRIPVVVQSVPVVYTAVRSPGNVNNTIVVPLLEDGRSHGKAQMEPRGLSPRQSKSDSDDDDLPNVTLDSVNETGSTALSIARAVQEVHPSPVSRVRGNRMNNQKFACSISPFSIEST.... Result: 0 (no interaction).